The task is: Predict the reactants needed to synthesize the given product.. This data is from Full USPTO retrosynthesis dataset with 1.9M reactions from patents (1976-2016). (1) Given the product [OH:8][C:9]1[CH:10]=[C:11]2[C:15](=[CH:16][CH:17]=1)[N:14]([CH:18]([CH3:20])[CH3:19])[C:13]([C:21]([OH:23])=[O:22])=[CH:12]2, predict the reactants needed to synthesize it. The reactants are: C([O:8][C:9]1[CH:10]=[C:11]2[C:15](=[CH:16][CH:17]=1)[N:14]([CH:18]([CH3:20])[CH3:19])[C:13]([C:21]([OH:23])=[O:22])=[CH:12]2)C1C=CC=CC=1. (2) The reactants are: I[C:2]1[C:3]([C:17]([F:23])([F:22])[C:18]([F:21])([F:20])[F:19])=[N:4][N:5]([CH2:7][C:8]2[CH:13]=[CH:12][C:11]([N+:14]([O-:16])=[O:15])=[CH:10][CH:9]=2)[CH:6]=1.I[C:25]([F:31])([F:30])[C:26]([F:29])([F:28])[F:27].CS(C)=O.O. Given the product [N+:14]([C:11]1[CH:12]=[CH:13][C:8]([CH2:7][N:5]2[CH:6]=[C:2]([C:25]([F:31])([F:30])[C:26]([F:29])([F:28])[F:27])[C:3]([C:17]([F:23])([F:22])[C:18]([F:21])([F:20])[F:19])=[N:4]2)=[CH:9][CH:10]=1)([O-:16])=[O:15], predict the reactants needed to synthesize it. (3) Given the product [NH:16]1[C:17]2[C:13](=[CH:12][C:11]([C:9]3[CH:8]=[CH:7][CH:6]=[C:5]4[C:10]=3[C:2]([NH2:1])=[N:3][N:4]4[CH3:27])=[CH:19][CH:18]=2)[CH2:14][CH2:15]1, predict the reactants needed to synthesize it. The reactants are: [NH2:1][C:2]1[C:10]2[C:5](=[CH:6][CH:7]=[CH:8][C:9]=2[C:11]2[CH:12]=[C:13]3[C:17](=[CH:18][CH:19]=2)[N:16](C(OC(C)(C)C)=O)[CH2:15][CH2:14]3)[N:4]([CH3:27])[N:3]=1.Cl. (4) Given the product [O:9]=[C:5]1[CH2:6][CH2:7][CH2:8][N:2]([C:12]([O:14][C:15]([CH3:18])([CH3:17])[CH3:16])=[O:13])[CH2:3][CH2:4]1, predict the reactants needed to synthesize it. The reactants are: Cl.[NH:2]1[CH2:8][CH2:7][CH2:6][C:5](=[O:9])[CH2:4][CH2:3]1.[OH-].[Na+].[C:12](O[C:12]([O:14][C:15]([CH3:18])([CH3:17])[CH3:16])=[O:13])([O:14][C:15]([CH3:18])([CH3:17])[CH3:16])=[O:13]. (5) Given the product [F:45][CH:2]([F:1])[CH2:3][O:4][CH2:5][C:6]1[N:10]([C:11]2[CH:12]=[CH:13][CH:14]=[CH:15][CH:16]=2)[N:9]=[N:8][C:7]=1[C:17]([N:19]([CH2:41][CH:42]([CH3:43])[CH3:44])[C@H:20]1[CH2:25][C@@H:24]([C:26]([N:28]2[CH2:33][CH2:32][O:31][CH2:30][CH2:29]2)=[O:27])[CH2:23][NH:22][CH2:21]1)=[O:18], predict the reactants needed to synthesize it. The reactants are: [F:1][CH:2]([F:45])[CH2:3][O:4][CH2:5][C:6]1[N:10]([C:11]2[CH:16]=[CH:15][CH:14]=[CH:13][CH:12]=2)[N:9]=[N:8][C:7]=1[C:17]([N:19]([CH2:41][CH:42]([CH3:44])[CH3:43])[C@H:20]1[CH2:25][C@@H:24]([C:26]([N:28]2[CH2:33][CH2:32][O:31][CH2:30][CH2:29]2)=[O:27])[CH2:23][N:22](C(OC(C)(C)C)=O)[CH2:21]1)=[O:18]. (6) The reactants are: [NH:1]1[CH2:6][CH2:5][CH:4]=[CH:3][CH2:2]1.CN1CCOCC1.[O:14](C(OC(C)(C)C)=O)[C:15]([O:17][C:18]([CH3:21])([CH3:20])[CH3:19])=O. Given the product [C:15]([N:1]1[CH2:6][CH2:5][CH:4]=[CH:3][CH2:2]1)([O:17][C:18]([CH3:21])([CH3:20])[CH3:19])=[O:14], predict the reactants needed to synthesize it.